This data is from Reaction yield outcomes from USPTO patents with 853,638 reactions. The task is: Predict the reaction yield, written as a fraction of the theoretical maximum amount of product (1.0 means a 100% yield; for example, 0.34 means a 34% yield). (1) The reactants are [C:1]([O:5][C:6]([NH:8][C:9]1[CH:14]=[CH:13][C:12]([CH2:15][CH2:16][O:17][C:18]2[CH:23]=[CH:22][C:21]([CH2:24][CH:25]([O:29][CH2:30][CH3:31])[C:26]([OH:28])=O)=[CH:20][CH:19]=2)=[CH:11][CH:10]=1)=[O:7])([CH3:4])([CH3:3])[CH3:2].[CH2:32]1[CH2:37][CH2:36]C(N=C=N[CH:32]2[CH2:37][CH2:36]C[CH2:34][CH2:33]2)[CH2:34][CH2:33]1.[CH3:47][CH2:48]N(C(C)C)C(C)C.C(NCC1C=CC=CC=1)C.[C:66](#[N:68])[CH3:67]. No catalyst specified. The product is [CH2:66]([N:68]([CH2:47][CH3:48])[C:26](=[O:28])[CH:25]([O:29][CH2:30][CH3:31])[CH2:24][C:21]1[CH:22]=[CH:23][C:18]([O:17][CH2:16][CH2:15][C:12]2[CH:11]=[CH:10][C:9]([NH:8][C:6](=[O:7])[O:5][C:1]([CH3:2])([CH3:3])[CH3:4])=[CH:14][CH:13]=2)=[CH:19][CH:20]=1)[C:67]1[CH:36]=[CH:37][CH:32]=[CH:33][CH:34]=1. The yield is 0.685. (2) The reactants are [CH:1](N[CH:5]([CH3:7])[CH3:6])(C)[CH3:2].[Li+].[CH3:9]CC[CH2-].Br[C:14]1[CH:15]=NC=[C:18](F)[CH:19]=1.IC.[C:23](=[O:26])(O)[O-:24].[Na+]. The catalyst is C1COCC1.O. The product is [CH3:1][CH2:2][O:24][C:23]([CH3:9])=[O:26].[CH3:15][CH2:14][CH2:19][CH2:18][CH2:7][CH2:5][CH3:6]. The yield is 0.541. (3) The product is [Cl:19][C:18]1[C:13]([NH:12][C:2]2[S:3][C:4]3[CH:10]=[CH:9][C:8]([F:11])=[CH:7][C:5]=3[N:6]=2)=[CH:14][C:15]([F:26])=[C:16]([CH2:20][C:21]([O:23][CH2:24][CH3:25])=[O:22])[CH:17]=1. The catalyst is C1(C)C(C)=CC=CC=1. The yield is 0.330. The reactants are Br[C:2]1[S:3][C:4]2[CH:10]=[CH:9][C:8]([F:11])=[CH:7][C:5]=2[N:6]=1.[NH2:12][C:13]1[C:18]([Cl:19])=[CH:17][C:16]([CH2:20][C:21]([O:23][CH2:24][CH3:25])=[O:22])=[C:15]([F:26])[CH:14]=1.C1(C)C=CC(S([O-])(=O)=O)=CC=1.[NH+]1C=CC=CC=1. (4) The product is [C:28]1([CH2:27][O:26][C:24]([NH:34][CH2:35][C:36]2[NH:1][C:2]3[CH:7]=[CH:6][CH:5]=[C:4]([N:8]4[CH2:13][CH2:12][N:11]([C:14]([O:16][C:17]([CH3:20])([CH3:19])[CH3:18])=[O:15])[CH2:10][CH2:9]4)[C:3]=3[N:21]=2)=[O:25])[CH:33]=[CH:32][CH:31]=[CH:30][CH:29]=1. The reactants are [NH2:1][C:2]1[C:3]([N+:21]([O-])=O)=[C:4]([N:8]2[CH2:13][CH2:12][N:11]([C:14]([O:16][C:17]([CH3:20])([CH3:19])[CH3:18])=[O:15])[CH2:10][CH2:9]2)[CH:5]=[CH:6][CH:7]=1.[C:24]([NH:34][CH2:35][C:36](O)=O)([O:26][CH2:27][C:28]1[CH:33]=[CH:32][CH:31]=[CH:30][CH:29]=1)=[O:25].CCN(C(C)C)C(C)C.C1N(P(Cl)(N2C(=O)OCC2)=O)C(=O)OC1. The catalyst is C(O)C. The yield is 0.690. (5) The reactants are [Br:1][C:2]1[CH:3]=[C:4]([S:8](Cl)(=[O:10])=[O:9])[CH:5]=[N:6][CH:7]=1.[NH:12]([CH2:16][CH2:17][OH:18])[CH2:13][CH2:14][OH:15]. No catalyst specified. The product is [OH:15][CH2:14][CH2:13][N:12]([CH2:16][CH2:17][OH:18])[S:8]([C:4]1[CH:5]=[N:6][CH:7]=[C:2]([Br:1])[CH:3]=1)(=[O:10])=[O:9]. The yield is 0.420.